This data is from In vitro SARS-CoV-2 activity screen of 1,480 approved drugs from Prestwick library. The task is: Binary Classification. Given a drug SMILES string, predict its activity (active/inactive) in a high-throughput screening assay against a specified biological target. (1) The drug is CC[C@H]1OC(=O)[C@H](C)[C@@H](O[C@H]2C[C@@](C)(OC)[C@@H](O)[C@H](C)O2)[C@H](C)[C@@H](O[C@@H]2O[C@H](C)C[C@H](N(C)C)[C@H]2O)[C@](C)(O)C[C@@H](C)[C@@H]2N[C@@H](COCCOC)O[C@H]([C@H]2C)[C@]1(C)O. The result is 0 (inactive). (2) The molecule is C[C@@H]1C[C@H]2[C@@H]3CCC4=CC(=O)C=C[C@]4(C)[C@@]3(Cl)[C@@H](O)C[C@]2(C)[C@@]1(OC(=O)c1ccco1)C(=O)CCl. The result is 0 (inactive). (3) The compound is NC(=O)OCC(COC(N)=O)c1ccccc1. The result is 0 (inactive). (4) The drug is O=C(CCCCC(=O)Nc1c(I)cc(I)c(C(=O)O)c1I)Nc1c(I)cc(I)c(C(=O)O)c1I. The result is 0 (inactive). (5) The compound is Nc1ccc(S(=O)(=O)Nc2ccc(Cl)nn2)cc1. The result is 0 (inactive). (6) The drug is NC(N)=Nc1nc(CSCCN=CNS(=O)(=O)c2ccc(Br)cc2)cs1. The result is 0 (inactive). (7) The molecule is Cc1cc(C(C)(C)C)cc(C)c1CC1=NCCN1.Cl. The result is 0 (inactive). (8) The compound is Cl.c1ccc2c(CC3=NCCN3)cccc2c1. The result is 0 (inactive). (9) The compound is O=C1c2ccccc2S(=O)(=O)N1CCCCN1CCN(c2ncccn2)CC1. The result is 0 (inactive). (10) The compound is CC(=O)SCC(Cc1ccccc1)C(=O)NCC(=O)OCc1ccccc1. The result is 0 (inactive).